Dataset: Forward reaction prediction with 1.9M reactions from USPTO patents (1976-2016). Task: Predict the product of the given reaction. (1) Given the reactants NC(N)=O.C(=O)([O-])N.C12OC(CC1)CN(C1C=C(CS(C)(=O)=O)N=C(C3C=CC(N)=CC=3)N=1)C2.[CH:35]12[O:42][CH:39]([CH2:40][CH2:41]1)[CH2:38][N:37]([C:43]1[CH:48]=[C:47]([CH2:49][S:50]([CH3:53])(=[O:52])=[O:51])[N:46]=[C:45]([C:54]3[CH:59]=[CH:58][C:57]([NH:60][C:61](=[O:82])[NH:62][C:63]4[CH:68]=[CH:67][C:66]([N:69]5[CH2:74][CH2:73][N:72](C(OC(C)(C)C)=O)[CH2:71][CH2:70]5)=[CH:65][CH:64]=4)=[CH:56][CH:55]=3)[N:44]=1)[CH2:36]2.FC(F)(F)C(O)=O, predict the reaction product. The product is: [CH:39]12[O:42][CH:35]([CH2:41][CH2:40]1)[CH2:36][N:37]([C:43]1[CH:48]=[C:47]([CH2:49][S:50]([CH3:53])(=[O:51])=[O:52])[N:46]=[C:45]([C:54]3[CH:59]=[CH:58][C:57]([NH:60][C:61]([NH:62][C:63]4[CH:68]=[CH:67][C:66]([N:69]5[CH2:70][CH2:71][NH:72][CH2:73][CH2:74]5)=[CH:65][CH:64]=4)=[O:82])=[CH:56][CH:55]=3)[N:44]=1)[CH2:38]2. (2) Given the reactants [C:1](Cl)(=[O:8])[C:2]1[CH:7]=[CH:6][CH:5]=[CH:4][CH:3]=1.[C:10]1([NH:16][C:17]2[CH:22]=[CH:21][CH:20]=[CH:19][CH:18]=2)[CH:15]=[CH:14][CH:13]=[CH:12][CH:11]=1.N1C=CC=CC=1, predict the reaction product. The product is: [C:17]1([N:16]([C:10]2[CH:11]=[CH:12][CH:13]=[CH:14][CH:15]=2)[C:1](=[O:8])[C:2]2[CH:7]=[CH:6][CH:5]=[CH:4][CH:3]=2)[CH:18]=[CH:19][CH:20]=[CH:21][CH:22]=1. (3) Given the reactants [C:1]([C:3]1[CH:18]=[CH:17][C:6]([C:7]([NH:9][CH:10]2[CH2:16][CH2:15][CH2:14][CH2:13][CH2:12][CH2:11]2)=[O:8])=[C:5]([F:19])[CH:4]=1)#[N:2].C(O)C.O.[H][H], predict the reaction product. The product is: [NH2:2][CH2:1][C:3]1[CH:18]=[CH:17][C:6]([C:7]([NH:9][CH:10]2[CH2:16][CH2:15][CH2:14][CH2:13][CH2:12][CH2:11]2)=[O:8])=[C:5]([F:19])[CH:4]=1.